Dataset: Reaction yield outcomes from USPTO patents with 853,638 reactions. Task: Predict the reaction yield, written as a fraction of the theoretical maximum amount of product (1.0 means a 100% yield; for example, 0.34 means a 34% yield). (1) The reactants are [Cl:1][C:2]1[N:7]=[C:6]([NH:8][C:9]2[CH:14]=[CH:13][C:12]([C:15]3([NH:19][C:20](=[O:26])[O:21][C:22]([CH3:25])([CH3:24])[CH3:23])[CH2:18][CH2:17][CH2:16]3)=[CH:11][CH:10]=2)[C:5]([N+:27]([O-])=O)=[CH:4][CH:3]=1.[NH2:30][C:31]1[N:38]=[CH:37][CH:36]=[CH:35][C:32]=1[CH:33]=O.S(S([O-])=O)([O-])=O.[Na+].[Na+].O. The catalyst is CS(C)=O.CO. The product is [NH2:30][C:31]1[C:32]([C:33]2[N:8]([C:9]3[CH:14]=[CH:13][C:12]([C:15]4([NH:19][C:20](=[O:26])[O:21][C:22]([CH3:25])([CH3:24])[CH3:23])[CH2:18][CH2:17][CH2:16]4)=[CH:11][CH:10]=3)[C:6]3=[N:7][C:2]([Cl:1])=[CH:3][CH:4]=[C:5]3[N:27]=2)=[CH:35][CH:36]=[CH:37][N:38]=1. The yield is 0.210. (2) The catalyst is C1COCC1.CN1C(=O)CCC1. The yield is 0.780. The product is [CH3:26][C:2]1[N:7]=[C:6]([CH:8]([C:14]([O:16][CH2:17][CH3:18])=[O:15])[C:9]([O:11][CH2:12][CH3:13])=[O:10])[CH:5]=[C:4]([C:19]([F:22])([F:21])[F:20])[CH:3]=1. The reactants are Cl[C:2]1[N:7]=[C:6]([CH:8]([C:14]([O:16][CH2:17][CH3:18])=[O:15])[C:9]([O:11][CH2:12][CH3:13])=[O:10])[CH:5]=[C:4]([C:19]([F:22])([F:21])[F:20])[CH:3]=1.C[Mg+].[Br-].[CH2:26](OCC)C. (3) The catalyst is ClCCl. The product is [I:9][C:10]1[CH:11]=[C:12]([O:18][CH3:19])[CH:13]=[C:14]([O:16][CH3:17])[C:15]=1[C:1](=[O:3])[CH3:2]. The yield is 0.500. The reactants are [C:1](Cl)(=[O:3])[CH3:2].[Al+3].[Cl-].[Cl-].[Cl-].[I:9][C:10]1[CH:15]=[C:14]([O:16][CH3:17])[CH:13]=[C:12]([O:18][CH3:19])[CH:11]=1. (4) The reactants are Br[C:2]1[CH:3]=[CH:4][C:5]([C:8]([N:10]([CH3:12])[CH3:11])=[O:9])=[N:6][CH:7]=1.CC1(C)C(C)(C)[O:17][B:16](B2OC(C)(C)C(C)(C)O2)[O:15]1.ClCCl.C([O-])(=O)C.[K+]. The catalyst is O1CCOCC1.CCOC(C)=O.C1C=CC(P(C2C=CC=CC=2)[C-]2C=CC=C2)=CC=1.C1C=CC(P(C2C=CC=CC=2)[C-]2C=CC=C2)=CC=1.Cl[Pd]Cl.[Fe+2].C1(P(C2C=CC=CC=2)[C-]2C=CC=C2)C=CC=CC=1.[C-]1(P(C2C=CC=CC=2)C2C=CC=CC=2)C=CC=C1.[Fe+2]. The product is [CH3:11][N:10]([CH3:12])[C:8]([C:5]1[N:6]=[CH:7][C:2]([B:16]([OH:17])[OH:15])=[CH:3][CH:4]=1)=[O:9]. The yield is 0.500. (5) The catalyst is CN(C=O)C. The reactants are [Br:1][C:2]1[S:6][C:5]([CH2:7]Br)=[N:4][C:3]=1[C:9]1[CH:14]=[CH:13][CH:12]=[C:11]([O:15][CH3:16])[CH:10]=1.[F:17][C:18]1[C:26]([OH:27])=[CH:25][CH:24]=[C:23]([F:28])[C:19]=1[C:20]([NH2:22])=[O:21].C(=O)([O-])[O-].[K+].[K+]. The yield is 0.490. The product is [Br:1][C:2]1[S:6][C:5]([CH2:7][O:27][C:26]2[C:18]([F:17])=[C:19]([C:23]([F:28])=[CH:24][CH:25]=2)[C:20]([NH2:22])=[O:21])=[N:4][C:3]=1[C:9]1[CH:14]=[CH:13][CH:12]=[C:11]([O:15][CH3:16])[CH:10]=1. (6) The reactants are [CH2:1]([N:3]([CH2:7][CH3:8])[CH2:4][CH2:5][NH2:6])[CH3:2].S=[C:10]1[CH2:14][S:13][C:12](=[O:15])[NH:11]1.[Cl:16][C:17]1[CH:24]=[C:23]([O:25][C:26]2[CH:31]=[CH:30][C:29]([CH:32]=O)=[CH:28][C:27]=2[O:34][CH3:35])[CH:22]=[CH:21][C:18]=1[C:19]#[N:20].CC(C)([O-])C.[K+].[Cl-].[NH4+]. The catalyst is C(O)C. The product is [Cl:16][C:17]1[CH:24]=[C:23]([O:25][C:26]2[CH:31]=[CH:30][C:29](/[CH:32]=[C:14]3/[C:10]([NH:6][CH2:5][CH2:4][N:3]([CH2:7][CH3:8])[CH2:1][CH3:2])=[N:11][C:12](=[O:15])[S:13]/3)=[CH:28][C:27]=2[O:34][CH3:35])[CH:22]=[CH:21][C:18]=1[C:19]#[N:20]. The yield is 0.420.